From a dataset of Catalyst prediction with 721,799 reactions and 888 catalyst types from USPTO. Predict which catalyst facilitates the given reaction. Reactant: Br[C:2]1[CH:3]=[C:4]([CH:15]=[CH:16][C:17]=1[C:18]#[N:19])[C:5]([O:7][CH2:8][C:9]1[CH:14]=[CH:13][CH:12]=[CH:11][CH:10]=1)=[O:6].CC([N:24]([C@H:28]1[CH2:33][CH2:32][C@H:31]([NH2:34])[CH2:30][CH2:29]1)[C:25](=[O:27])[O-:26])(C)C.C(=O)([O-])[O-].[Cs+].[Cs+].[CH3:41][C:42]1(C)[C:68]2C(=C(P(C3C=CC=CC=3)C3C=CC=CC=3)C=CC=2)OC2C(P(C3C=CC=CC=3)C3C=CC=CC=3)=CC=C[C:43]1=2. Product: [C:18]([C:17]1[CH:16]=[CH:15][C:4]([C:5]([O:7][CH2:8][C:9]2[CH:14]=[CH:13][CH:12]=[CH:11][CH:10]=2)=[O:6])=[CH:3][C:2]=1[NH:34][C@H:31]1[CH2:30][CH2:29][C@H:28]([NH:24][C:25]([O:26][C:42]([CH3:68])([CH3:43])[CH3:41])=[O:27])[CH2:33][CH2:32]1)#[N:19]. The catalyst class is: 552.